From a dataset of TCR-epitope binding with 47,182 pairs between 192 epitopes and 23,139 TCRs. Binary Classification. Given a T-cell receptor sequence (or CDR3 region) and an epitope sequence, predict whether binding occurs between them. The epitope is FLNGSCGSV. The TCR CDR3 sequence is CASSYGAGERYEQYF. Result: 0 (the TCR does not bind to the epitope).